Dataset: Full USPTO retrosynthesis dataset with 1.9M reactions from patents (1976-2016). Task: Predict the reactants needed to synthesize the given product. Given the product [Br:1][C:2]1[N:3]=[N:4][CH:5]=[C:6]([C:20]2[CH:21]=[C:22]([C:23]3[CH:28]=[CH:27][CH:26]=[CH:25][N:24]=3)[C:16]3[S:15][C:14]([NH:13][C:12]([NH:11][CH2:9][CH3:10])=[O:32])=[N:18][C:17]=3[CH:19]=2)[CH:7]=1, predict the reactants needed to synthesize it. The reactants are: [Br:1][C:2]1[N:3]=[N:4][CH:5]=[C:6](Br)[CH:7]=1.[CH2:9]([NH:11][C:12](=[O:32])[NH:13][C:14]1[S:15][C:16]2[C:22]([C:23]3[CH:28]=[CH:27][CH:26]=[CH:25][N:24]=3)=[CH:21][C:20](B(O)O)=[CH:19][C:17]=2[N:18]=1)[CH3:10].[O-]P([O-])([O-])=O.[K+].[K+].[K+].